From a dataset of NCI-60 drug combinations with 297,098 pairs across 59 cell lines. Regression. Given two drug SMILES strings and cell line genomic features, predict the synergy score measuring deviation from expected non-interaction effect. (1) Drug 1: CS(=O)(=O)CCNCC1=CC=C(O1)C2=CC3=C(C=C2)N=CN=C3NC4=CC(=C(C=C4)OCC5=CC(=CC=C5)F)Cl. Drug 2: COC1=C2C(=CC3=C1OC=C3)C=CC(=O)O2. Cell line: SF-539. Synergy scores: CSS=1.52, Synergy_ZIP=0.778, Synergy_Bliss=0.907, Synergy_Loewe=-0.586, Synergy_HSA=-1.44. (2) Drug 1: C1C(C(OC1N2C=NC3=C(N=C(N=C32)Cl)N)CO)O. Drug 2: C1=NC2=C(N=C(N=C2N1C3C(C(C(O3)CO)O)F)Cl)N. Cell line: OVCAR3. Synergy scores: CSS=2.76, Synergy_ZIP=-5.04, Synergy_Bliss=-6.10, Synergy_Loewe=-3.52, Synergy_HSA=-3.37. (3) Drug 1: C1CC(=O)NC(=O)C1N2CC3=C(C2=O)C=CC=C3N. Drug 2: CC(C)CN1C=NC2=C1C3=CC=CC=C3N=C2N. Cell line: 786-0. Synergy scores: CSS=2.78, Synergy_ZIP=-0.745, Synergy_Bliss=0.684, Synergy_Loewe=-0.263, Synergy_HSA=-0.247. (4) Drug 1: C1=C(C(=O)NC(=O)N1)F. Drug 2: C1=NNC2=C1C(=O)NC=N2. Cell line: A549. Synergy scores: CSS=42.0, Synergy_ZIP=3.04, Synergy_Bliss=-1.46, Synergy_Loewe=-19.8, Synergy_HSA=-0.868. (5) Drug 1: CCC1=C2CN3C(=CC4=C(C3=O)COC(=O)C4(CC)O)C2=NC5=C1C=C(C=C5)O. Drug 2: C1=NC2=C(N1)C(=S)N=CN2. Cell line: OVCAR3. Synergy scores: CSS=49.7, Synergy_ZIP=-7.19, Synergy_Bliss=-7.29, Synergy_Loewe=-1.90, Synergy_HSA=-0.649. (6) Drug 1: CC1=C(C(=CC=C1)Cl)NC(=O)C2=CN=C(S2)NC3=CC(=NC(=N3)C)N4CCN(CC4)CCO. Drug 2: C#CCC(CC1=CN=C2C(=N1)C(=NC(=N2)N)N)C3=CC=C(C=C3)C(=O)NC(CCC(=O)O)C(=O)O. Cell line: HCT-15. Synergy scores: CSS=68.2, Synergy_ZIP=4.58, Synergy_Bliss=5.92, Synergy_Loewe=-19.7, Synergy_HSA=1.81. (7) Drug 1: C1=C(C(=O)NC(=O)N1)N(CCCl)CCCl. Cell line: UO-31. Drug 2: COC1=C2C(=CC3=C1OC=C3)C=CC(=O)O2. Synergy scores: CSS=15.0, Synergy_ZIP=-4.52, Synergy_Bliss=1.32, Synergy_Loewe=-1.68, Synergy_HSA=-0.0856. (8) Drug 1: CN(C)N=NC1=C(NC=N1)C(=O)N. Drug 2: CC1=C(N=C(N=C1N)C(CC(=O)N)NCC(C(=O)N)N)C(=O)NC(C(C2=CN=CN2)OC3C(C(C(C(O3)CO)O)O)OC4C(C(C(C(O4)CO)O)OC(=O)N)O)C(=O)NC(C)C(C(C)C(=O)NC(C(C)O)C(=O)NCCC5=NC(=CS5)C6=NC(=CS6)C(=O)NCCC[S+](C)C)O. Cell line: NCI-H226. Synergy scores: CSS=24.4, Synergy_ZIP=-7.36, Synergy_Bliss=2.07, Synergy_Loewe=-58.5, Synergy_HSA=-1.83. (9) Drug 1: COC1=CC(=CC(=C1O)OC)C2C3C(COC3=O)C(C4=CC5=C(C=C24)OCO5)OC6C(C(C7C(O6)COC(O7)C8=CC=CS8)O)O. Drug 2: C1CNP(=O)(OC1)N(CCCl)CCCl. Cell line: ACHN. Synergy scores: CSS=60.8, Synergy_ZIP=5.16, Synergy_Bliss=5.37, Synergy_Loewe=-56.7, Synergy_HSA=3.68.